This data is from Peptide-MHC class II binding affinity with 134,281 pairs from IEDB. The task is: Regression. Given a peptide amino acid sequence and an MHC pseudo amino acid sequence, predict their binding affinity value. This is MHC class II binding data. The peptide sequence is GGTEIKYNGEEYLIL. The MHC is HLA-DQA10501-DQB10201 with pseudo-sequence HLA-DQA10501-DQB10201. The binding affinity (normalized) is 0.756.